Dataset: Catalyst prediction with 721,799 reactions and 888 catalyst types from USPTO. Task: Predict which catalyst facilitates the given reaction. (1) Reactant: C[O:2][C:3]1[CH:12]=[C:11]2[C:6]([C@H:7]([C:14]3[CH:23]=[CH:22][C:21]4[C:16](=[CH:17][CH:18]=[CH:19][CH:20]=4)[CH:15]=3)[CH2:8][N:9]([CH3:13])[CH2:10]2)=[CH:5][CH:4]=1.CC(O)=O. Product: [CH3:13][N:9]1[CH2:8][C@@H:7]([C:14]2[CH:23]=[CH:22][C:21]3[C:16](=[CH:17][CH:18]=[CH:19][CH:20]=3)[CH:15]=2)[C:6]2[C:11](=[CH:12][C:3]([OH:2])=[CH:4][CH:5]=2)[CH2:10]1. The catalyst class is: 201. (2) Reactant: [CH2:1]([O:8][C:9]1[C:10]([NH:36][C:37]2[CH:42]=[CH:41][CH:40]=[CH:39][C:38]=2[N+:43]([O-:45])=[O:44])=[CH:11][C:12]2[CH2:13][C@H:14]3[N:25]([C:26]([O:28][CH2:29][C:30]4[CH:35]=[CH:34][CH:33]=[CH:32][CH:31]=4)=[O:27])[CH2:24][CH2:23][C@@:20]4([C:21]=2[CH:22]=1)[C@H:15]3[CH2:16][CH2:17][CH2:18][CH2:19]4)[C:2]1[CH:7]=[CH:6][CH:5]=[CH:4][CH:3]=1.[C:46](O[C:46]([O:48][C:49]([CH3:52])([CH3:51])[CH3:50])=[O:47])([O:48][C:49]([CH3:52])([CH3:51])[CH3:50])=[O:47]. Product: [CH2:1]([O:8][C:9]1[C:10]([N:36]([C:37]2[CH:42]=[CH:41][CH:40]=[CH:39][C:38]=2[N+:43]([O-:45])=[O:44])[C:46]([O:48][C:49]([CH3:52])([CH3:51])[CH3:50])=[O:47])=[CH:11][C:12]2[CH2:13][C@H:14]3[N:25]([C:26]([O:28][CH2:29][C:30]4[CH:35]=[CH:34][CH:33]=[CH:32][CH:31]=4)=[O:27])[CH2:24][CH2:23][C@@:20]4([C:21]=2[CH:22]=1)[C@H:15]3[CH2:16][CH2:17][CH2:18][CH2:19]4)[C:2]1[CH:7]=[CH:6][CH:5]=[CH:4][CH:3]=1. The catalyst class is: 230. (3) Reactant: [C:1]([C:4]1[N:5]=[C:6]([N:9]2[CH2:12][CH:11]([S:13][C:14]3[C@H:15]([CH3:45])[C@@H:16]4[C@@H:33]([C@H:34]([O:36][Si:37]([C:40]([CH3:43])([CH3:42])[CH3:41])([CH3:39])[CH3:38])[CH3:35])[C:32](=[O:44])[N:17]4[C:18]=3[C:19]([O:21][CH2:22][C:23]3[CH:28]=[CH:27][C:26]([N+:29]([O-:31])=[O:30])=[CH:25][CH:24]=3)=[O:20])[CH2:10]2)[S:7][CH:8]=1)([OH:3])=O.Cl.[N+:47]([C:50]1[CH:64]=[CH:63][C:53]([CH2:54][O:55][C:56](=[O:62])[C@H:57]([CH:59]([CH3:61])[CH3:60])[NH2:58])=[CH:52][CH:51]=1)([O-:49])=[O:48].C(P(C#N)(CC)=O)C.C(N(C(C)C)CC)(C)C. Product: [CH3:60][CH:59]([CH3:61])[C@H:57]([NH:58][C:1]([C:4]1[N:5]=[C:6]([N:9]2[CH2:12][CH:11]([S:13][C:14]3[C@H:15]([CH3:45])[C@@H:16]4[C@@H:33]([C@H:34]([O:36][Si:37]([C:40]([CH3:43])([CH3:42])[CH3:41])([CH3:38])[CH3:39])[CH3:35])[C:32](=[O:44])[N:17]4[C:18]=3[C:19]([O:21][CH2:22][C:23]3[CH:28]=[CH:27][C:26]([N+:29]([O-:31])=[O:30])=[CH:25][CH:24]=3)=[O:20])[CH2:10]2)[S:7][CH:8]=1)=[O:3])[C:56]([O:55][CH2:54][C:53]1[CH:63]=[CH:64][C:50]([N+:47]([O-:49])=[O:48])=[CH:51][CH:52]=1)=[O:62]. The catalyst class is: 9.